Dataset: Full USPTO retrosynthesis dataset with 1.9M reactions from patents (1976-2016). Task: Predict the reactants needed to synthesize the given product. (1) Given the product [C:1]([C:3]1[CH:11]=[CH:10][C:6]([C:7]([O:9][C:12]2[CH:17]=[CH:16][CH:15]=[CH:14][CH:13]=2)=[O:8])=[CH:5][CH:4]=1)#[N:2], predict the reactants needed to synthesize it. The reactants are: [C:1]([C:3]1[CH:11]=[CH:10][C:6]([C:7]([OH:9])=[O:8])=[CH:5][CH:4]=1)#[N:2].[C:12]1(O)[CH:17]=[CH:16][CH:15]=[CH:14][CH:13]=1.C1CCC(N=C=NC2CCCCC2)CC1. (2) Given the product [NH2:45][C:46]1[N:55]=[C:54]([N:56]2[CH2:61][CH2:60][N:59]([CH3:62])[CH2:58][CH2:57]2)[C:53]2[C:48](=[CH:49][C:50]([C:63]([NH:26][CH:27]([C:29]3[CH:44]=[CH:43][CH:42]=[C:31]([O:32][C:33]4[CH:34]=[CH:35][C:19]([CH3:18])=[C:20]([Cl:25])[C:15]=4[C:16]#[N:17])[CH:30]=3)[CH3:28])=[O:65])=[CH:51][CH:52]=2)[N:47]=1, predict the reactants needed to synthesize it. The reactants are: F[P-](F)(F)(F)(F)F.C[N+](C)=C(N(C)C)ON1[C:16]2[N:17]=[CH:18][CH:19]=[CH:20][C:15]=2N=N1.[ClH:25].[NH2:26][CH:27]([C:29]1[CH:30]=[C:31]([CH:42]=[CH:43][CH:44]=1)[O:32][C:33]1C=CC(Cl)=C[C:34]=1[C:35]#N)[CH3:28].[NH2:45][C:46]1[N:55]=[C:54]([N:56]2[CH2:61][CH2:60][N:59]([CH3:62])[CH2:58][CH2:57]2)[C:53]2[C:48](=[CH:49][C:50]([C:63]([OH:65])=O)=[CH:51][CH:52]=2)[N:47]=1.C(N(CC)C(C)C)(C)C. (3) Given the product [N:47]1([CH2:46][CH2:45][O:1][C:2]2[CH:7]=[CH:6][C:5]([C:8]3[C:16]4[C:11](=[CH:12][CH:13]=[C:14]([C:17]#[N:18])[CH:15]=4)[NH:10][N:9]=3)=[CH:4][CH:3]=2)[CH2:52][CH2:51][O:50][CH2:49][CH2:48]1, predict the reactants needed to synthesize it. The reactants are: [OH:1][C:2]1[CH:7]=[CH:6][C:5]([C:8]2[C:16]3[C:11](=[CH:12][CH:13]=[C:14]([C:17]#[N:18])[CH:15]=3)[N:10](C3CCCCO3)[N:9]=2)=[CH:4][CH:3]=1.C1(P(C2C=CC=CC=2)C2C=CC=CC=2)C=CC=CC=1.O[CH2:45][CH2:46][N:47]1[CH2:52][CH2:51][O:50][CH2:49][CH2:48]1.N(C(OCC)=O)=NC(OCC)=O. (4) Given the product [CH2:46]([O:31][C:29]([N:11]1[CH2:10][CH2:9][N:8]([C:7]2[CH:6]=[CH:5][C:4]([NH:14][C:36]([O:38][CH2:39][C:40]3[CH:45]=[CH:44][CH:43]=[CH:42][CH:41]=3)=[O:37])=[CH:3][C:2]=2[F:1])[CH2:13][CH2:12]1)=[O:32])[C:15]1[CH:20]=[CH:19][CH:18]=[CH:17][CH:16]=1, predict the reactants needed to synthesize it. The reactants are: [F:1][C:2]1[CH:3]=[C:4]([NH2:14])[CH:5]=[CH:6][C:7]=1[N:8]1[CH2:13][CH2:12][NH:11][CH2:10][CH2:9]1.[C:15]1(N)[C:20](F)=[C:19](F)[C:18](F)=[C:17](N)[C:16]=1F.Cl.Cl.[C:29]([O-:32])([O-:31])=O.[Na+].[Na+].Cl[C:36]([O:38][CH2:39][C:40]1[CH:45]=[CH:44][CH:43]=[CH:42][CH:41]=1)=[O:37].[CH3:46]C(C)=O.O. (5) Given the product [CH3:13][C:8]1[CH:7]=[C:6]([CH:11]=[CH:10][C:9]=1[CH3:12])[O:5][CH2:4][CH2:3][CH2:2][N:28]1[CH2:29][CH2:30][CH:25]([C:21]2[CH:20]=[C:19]([NH:18][C:16](=[O:17])[CH:15]([CH3:14])[CH3:31])[CH:24]=[CH:23][CH:22]=2)[CH2:26][CH2:27]1, predict the reactants needed to synthesize it. The reactants are: Cl[CH2:2][CH2:3][CH2:4][O:5][C:6]1[CH:11]=[CH:10][C:9]([CH3:12])=[C:8]([CH3:13])[CH:7]=1.[CH3:14][CH:15]([CH3:31])[C:16]([NH:18][C:19]1[CH:24]=[CH:23][CH:22]=[C:21]([CH:25]2[CH2:30][CH2:29][NH:28][CH2:27][CH2:26]2)[CH:20]=1)=[O:17]. (6) Given the product [CH:34]1([CH2:37][CH2:38][O:39][C:40]2[N:48]=[C:47]3[C:43]([N:44]=[C:45]([O:49][CH3:50])[N:46]3[CH2:17][CH2:18][CH:19]3[CH2:23][CH2:22][CH2:21][O:20]3)=[C:42]([NH2:51])[N:41]=2)[CH2:36][CH2:35]1, predict the reactants needed to synthesize it. The reactants are: C(NC1N=C2C(N=C(OC)N2CC[CH2:17][CH2:18][CH:19]2[CH2:23][CH2:22][CH2:21][O:20]2)=C(N)N=1)CCC.FC(F)(F)C(O)=O.[CH:34]1([CH2:37][CH2:38][O:39][C:40]2[NH:41][C:42]([NH2:51])=[C:43]3[C:47]([N:48]=2)=[N:46][C:45]([O:49][CH3:50])=[N:44]3)[CH2:36][CH2:35]1.BrCCC1CCCO1. (7) Given the product [Br:1][C:2]1[CH:20]=[C:19]([F:21])[C:5]([CH2:6][NH:7][C:8]2[C:9]([NH2:16])=[CH:10][CH:11]=[C:12]([O:14][CH3:15])[CH:13]=2)=[C:4]([F:22])[CH:3]=1, predict the reactants needed to synthesize it. The reactants are: [Br:1][C:2]1[CH:20]=[C:19]([F:21])[C:5]([CH2:6][NH:7][C:8]2[CH:13]=[C:12]([O:14][CH3:15])[CH:11]=[CH:10][C:9]=2[N+:16]([O-])=O)=[C:4]([F:22])[CH:3]=1.Cl[Sn]Cl.C([O-])(O)=O.[Na+]. (8) Given the product [Cl:1][C:2]1[CH:11]=[C:10]([F:12])[C:9]([C:13]2[CH:18]=[CH:17][CH:16]=[CH:15][N:14]=2)=[CH:8][C:3]=1[C:4]([OH:6])=[O:5], predict the reactants needed to synthesize it. The reactants are: [Cl:1][C:2]1[CH:11]=[C:10]([F:12])[C:9]([C:13]2[CH:18]=[CH:17][CH:16]=[CH:15][N:14]=2)=[CH:8][C:3]=1[C:4]([O:6]C)=[O:5].[OH-].[Na+]. (9) Given the product [CH2:25]([N:32]1[C:37](=[O:38])[C:36]([C:39]#[N:40])=[C:35]([Cl:41])[C:34]2[C:42]([CH3:1])=[CH:43][S:44][C:33]1=2)[C:26]1[CH:27]=[CH:28][CH:29]=[CH:30][CH:31]=1, predict the reactants needed to synthesize it. The reactants are: [CH2:1](OC(C1C(=O)N(CC2C=CC=CC=2)C2SC=C(C)C=2C=1O)=O)C.[CH2:25]([N:32]1[C:37](=[O:38])[C:36]([C:39]#[N:40])=[C:35]([Cl:41])[C:34]2[CH:42]=[CH:43][S:44][C:33]1=2)[C:26]1[CH:31]=[CH:30][CH:29]=[CH:28][CH:27]=1.